Dataset: Forward reaction prediction with 1.9M reactions from USPTO patents (1976-2016). Task: Predict the product of the given reaction. (1) Given the reactants [CH:1]1([CH:4]=O)[CH2:3][CH2:2]1.[NH2:6][C@@H:7]1[CH2:12][CH2:11][C@H:10]([O:13][C:14]2[CH:15]=[C:16]3[C:21](=[CH:22][CH:23]=2)[C:20](=[O:24])[NH:19][CH:18]=[CH:17]3)[CH2:9][CH2:8]1, predict the reaction product. The product is: [CH:1]1([CH2:4][NH:6][C@@H:7]2[CH2:8][CH2:9][C@H:10]([O:13][C:14]3[CH:15]=[C:16]4[C:21](=[CH:22][CH:23]=3)[C:20](=[O:24])[NH:19][CH:18]=[CH:17]4)[CH2:11][CH2:12]2)[CH2:3][CH2:2]1. (2) Given the reactants C([N-]C(C)C)(C)C.[Li+].[S:9]1[CH:13]=[CH:12][CH:11]=[C:10]1[C:14]([O:16][CH2:17][CH3:18])=[O:15].[CH2:19]([Sn:23](Cl)([CH2:28][CH2:29][CH2:30][CH3:31])[CH2:24][CH2:25][CH2:26][CH3:27])[CH2:20][CH2:21][CH3:22].O, predict the reaction product. The product is: [CH2:28]([Sn:23]([CH2:19][CH2:20][CH2:21][CH3:22])([CH2:24][CH2:25][CH2:26][CH3:27])[C:13]1[S:9][C:10]([C:14]([O:16][CH2:17][CH3:18])=[O:15])=[CH:11][CH:12]=1)[CH2:29][CH2:30][CH3:31]. (3) Given the reactants [OH:1]/[N:2]=[C:3](\[NH2:11])/[C:4]1[CH:9]=[CH:8][C:7]([OH:10])=[CH:6][CH:5]=1.[O:12]=[C:13]1[C:18]([C:25]2[CH:30]=[CH:29][CH:28]=[CH:27][CH:26]=2)([C:19]2[CH:24]=[CH:23][CH:22]=[CH:21][CH:20]=2)[CH2:17][CH2:16][CH2:15][N:14]1[CH2:31][C:32](O)=O.Cl.C(N=C=NCCCN(C)C)C, predict the reaction product. The product is: [OH:10][C:7]1[CH:8]=[CH:9][C:4]([C:3]2[N:11]=[C:32]([CH2:31][N:14]3[CH2:15][CH2:16][CH2:17][C:18]([C:25]4[CH:30]=[CH:29][CH:28]=[CH:27][CH:26]=4)([C:19]4[CH:24]=[CH:23][CH:22]=[CH:21][CH:20]=4)[C:13]3=[O:12])[O:1][N:2]=2)=[CH:5][CH:6]=1. (4) Given the reactants [C:1]([O:5][C:6]([N:8]1[CH2:14][CH2:13][CH2:12][CH:11]([CH:15]2[C:23]3[C:18](=[CH:19][C:20]([Cl:24])=[CH:21][CH:22]=3)[NH:17][C:16]2=[O:25])[CH2:10][CH2:9]1)=[O:7])([CH3:4])([CH3:3])[CH3:2].[Cl:26][C:27]1[CH:28]=[C:29]([CH:32]=[CH:33][CH:34]=1)[CH2:30]Br.[I-].[K+].C(=O)([O-])[O-].[K+].[K+], predict the reaction product. The product is: [C:1]([O:5][C:6]([N:8]1[CH2:14][CH2:13][CH2:12][CH:11]([C:15]2([CH2:30][C:29]3[CH:32]=[CH:33][CH:34]=[C:27]([Cl:26])[CH:28]=3)[C:23]3[C:18](=[CH:19][C:20]([Cl:24])=[CH:21][CH:22]=3)[NH:17][C:16]2=[O:25])[CH2:10][CH2:9]1)=[O:7])([CH3:4])([CH3:2])[CH3:3].